From a dataset of Experimentally validated miRNA-target interactions with 360,000+ pairs, plus equal number of negative samples. Binary Classification. Given a miRNA mature sequence and a target amino acid sequence, predict their likelihood of interaction. (1) The miRNA is hsa-let-7g-3p with sequence CUGUACAGGCCACUGCCUUGC. The protein sequence of the target gene is MNRLYLTPDGFFFRVHMLALDSSSCNKPCPEFKPGSRYIVMGHIYHKRRQLPTALLQVLRGRLRPGDGLLRSSSSYVKRFNRKREGQIQGAIHTQCI. Result: 1 (interaction). (2) Result: 0 (no interaction). The protein sequence of the target gene is MSGLSGPPARRGPFPLALLLLFLLGPRLVLAISFHLPINSRKCLREEIHKDLLVTGAYEISDQSGGAGGLRSHLKITDSAGHILYSKEDATKGKFAFTTEDYDMFEVCFESKGTGRIPDQLVILDMKHGVEAKNYEEIAKVEKLKPLEVELRRLEDLSESIVNDFAYMKKREEEMRDTNESTNTRVLYFSIFSMFCLIGLATWQVFYLRRFFKAKKLIE. The miRNA is mmu-miR-291a-3p with sequence AAAGUGCUUCCACUUUGUGUGC. (3) The miRNA is mmu-miR-7035-3p with sequence UCUGAGCCGCUGUCCCUGCAG. The protein sequence of the target gene is MEGAALLRVSVLCIWMSALFLGVGVRAEEAGARVQQNVPSGTDTGDPQSKPLGDWAAGTMDPESSIFIEDAIKYFKEKVSTQNLLLLLTDNEAWNGFVAAAELPRNEADELRKALDNLARQMIMKDKNWHDKGQQYRNWFLKEFPRLKSELEDNIRRLRALADGVQKVHKGTTIANVVSGSLSISSGILTLVGMGLAPFTEGGSLVLLEPGMELGITAALTGITSSTMDYGKKWWTQAQAHDLVIKSLDKLKEVREFLGENISNFLSLAGNTYQLTRGIGKDIRALRRARANLQSVPHAS.... Result: 0 (no interaction). (4) The miRNA is mmu-miR-363-5p with sequence CAGGUGGAACACGAUGCAAUUU. The protein sequence of the target gene is MFSFNMFDHPIPRVFQNRFSTQYRCFSVSMLAGPNDRSDVEKGGKIIMPPSALDQLSRLNITYPMLFKLTNKNSDRMTHCGVLEFVADEGICYLPHWMMQNLLLEEGGLVQVESVNLQVATYSKFQPQSPDFLDITNPKAVLENALRNFACLTTGDVIAINYNEKIYELRVMETKPDKAVSIIECDMNVDFDAPLGYKEPERPVQHEESIEGEADHSGYAGEVGFRAFSGSGNRLDGKKKGVEPSPSPIKPGDIKRGIPNYEFKLGKITFIRNSRPLVKKVEEDEAGGRFIAFSGEGQSL.... Result: 1 (interaction). (5) The miRNA is hsa-miR-4736 with sequence AGGCAGGUUAUCUGGGCUG. The protein sequence of the target gene is MVFYFTSSSVNSSAYTIYMGKDKYENEDLIKHGWPEDIWFHVDKLSSAHVYLRLHKGENIEDIPKEVLMDCAHLVKANSIQGCKMNNVNVVYTPWSNLKKTADMDVGQIGFHRQKDVKIVTVEKKVNEILNRLEKTKVERFPDLAAEKECRDREERNEKKAQIQEMKKREKEEMKKKREMDELRSYSSLMKVENMSSNQDGNDSDEFM. Result: 0 (no interaction). (6) The miRNA is hsa-miR-212-3p with sequence UAACAGUCUCCAGUCACGGCC. The protein sequence of the target gene is MQLQFLGTLASSEKRKKSQRLFFKNIKSTKNKAGKASIMSSDTNVNKSASPTATAEEQPVEPDGPLPGSDNNQEKKVRLSPAKMSTKNSTDLVEYVDKSHAFLPIIPNTQRGQLEDRLNNQARTIAFLLEQAFRIKEDISACLQGTHGFRKEESLARKLLESHIQTITSIVKKLSQNIEILEDQIRARDQAATGTNFAVHEINIKHLQGVGDLRGRVARCDSSIVKLSGDIHLFRQEHRQIEKAIQEFVPALETLSKNLDMKVMQLLGKIETASSEQTSNLKMVQGDYRHEMNLLEFKFH.... Result: 0 (no interaction). (7) The miRNA is hsa-miR-3622a-3p with sequence UCACCUGACCUCCCAUGCCUGU. The protein sequence of the target gene is MDFVMKQALGGATKDMGKMLGGEEEKDPDAQKKEEERQEALRQQEEERKAKHARMEAEREKVRQQIRDKYGLKKKEEKEAEEKAALEQPCEGSLTRPKKAIPAGCGDEEEEEEESILDTVLKYLPGPLQDMFKK. Result: 1 (interaction).